From a dataset of Reaction yield outcomes from USPTO patents with 853,638 reactions. Predict the reaction yield, written as a fraction of the theoretical maximum amount of product (1.0 means a 100% yield; for example, 0.34 means a 34% yield). (1) The reactants are [CH3:1][O:2][C:3](=[O:40])[NH:4][CH:5]([C:9]([N:11]1[CH2:15][CH2:14][CH2:13][CH:12]1[C:16](=[O:39])[NH:17][C:18]1[CH:19]=[C:20]([C:24]2[CH:29]=[CH:28][C:27](B3OC(C)(C)C(C)(C)O3)=[CH:26][CH:25]=2)[CH:21]=[CH:22][CH:23]=1)=[O:10])[CH:6]([CH3:8])[CH3:7].[CH3:41][O:42][C:43](=[O:68])[NH:44][CH:45]([C:49]([N:51]1[CH2:55][CH2:54][CH2:53][CH:52]1[C:56]1[NH:57][C:58]([C:61]2[CH:66]=[CH:65][C:64](Br)=[CH:63][CH:62]=2)=[CH:59][N:60]=1)=[O:50])[CH:46]([CH3:48])[CH3:47].C(=O)([O-])[O-].[K+].[K+]. The catalyst is COCCOC.C1C=CC([P]([Pd]([P](C2C=CC=CC=2)(C2C=CC=CC=2)C2C=CC=CC=2)([P](C2C=CC=CC=2)(C2C=CC=CC=2)C2C=CC=CC=2)[P](C2C=CC=CC=2)(C2C=CC=CC=2)C2C=CC=CC=2)(C2C=CC=CC=2)C2C=CC=CC=2)=CC=1. The product is [CH3:1][O:2][C:3](=[O:40])[NH:4][CH:5]([C:9]([N:11]1[CH2:15][CH2:14][CH2:13][CH:12]1[C:16](=[O:39])[NH:17][C:18]1[CH:19]=[C:20]([C:24]2[CH:25]=[CH:26][C:27]([C:64]3[CH:65]=[CH:66][C:61]([C:58]4[NH:57][C:56]([CH:52]5[CH2:53][CH2:54][CH2:55][N:51]5[C:49](=[O:50])[CH:45]([NH:44][C:43]([O:42][CH3:41])=[O:68])[CH:46]([CH3:48])[CH3:47])=[N:60][CH:59]=4)=[CH:62][CH:63]=3)=[CH:28][CH:29]=2)[CH:21]=[CH:22][CH:23]=1)=[O:10])[CH:6]([CH3:8])[CH3:7]. The yield is 0.0500. (2) The reactants are [CH3:1][C:2]1[CH:7]=[CH:6][C:5]([S:8]([O:11][CH2:12][CH:13]2[CH2:17][C:16]3[CH:18]=[C:19]([F:23])[CH:20]=[C:21](Br)[C:15]=3[O:14]2)(=[O:10])=[O:9])=[CH:4][CH:3]=1.[F:24][C:25]1[CH:30]=[CH:29][CH:28]=[CH:27][C:26]=1B(O)O.C(=O)([O-])[O-].[K+].[K+].CC1C=CC(S(OCC2CC3C(C4C=CC=CC=4)=CC=CC=3O2)(=O)=O)=CC=1. The catalyst is CC1C=CC=CC=1[P](C1C=CC=CC=1C)([Pd](Cl)(Cl)[P](C1=C(C)C=CC=C1)(C1C=CC=CC=1C)C1C=CC=CC=1C)C1C=CC=CC=1C. The product is [CH3:1][C:2]1[CH:7]=[CH:6][C:5]([S:8]([O:11][CH2:12][CH:13]2[CH2:17][C:16]3[CH:18]=[C:19]([F:23])[CH:20]=[C:21]([C:26]4[CH:27]=[CH:28][CH:29]=[CH:30][C:25]=4[F:24])[C:15]=3[O:14]2)(=[O:10])=[O:9])=[CH:4][CH:3]=1. The yield is 0.940. (3) The reactants are C([O:3][C:4]([C:6]1[S:10][CH:9]=[N:8][C:7]=1[C:11]1[CH:16]=[CH:15][CH:14]=[CH:13][C:12]=1[O:17][CH3:18])=[O:5])C.[OH-].[Na+]. The catalyst is C(O)C. The product is [CH3:18][O:17][C:12]1[CH:13]=[CH:14][CH:15]=[CH:16][C:11]=1[C:7]1[N:8]=[CH:9][S:10][C:6]=1[C:4]([OH:5])=[O:3]. The yield is 0.410. (4) The reactants are [Br:1][C:2]1[CH:3]=[C:4]([N:12]([CH2:19][CH3:20])[CH:13]2[CH2:18][CH2:17][O:16][CH2:15][CH2:14]2)[C:5]([CH3:11])=[C:6]([CH:10]=1)[C:7]([OH:9])=O.[NH2:21][CH2:22][C:23]1[C:24](=[O:33])[NH:25][C:26]([CH3:32])=[CH:27][C:28]=1[CH:29]([CH3:31])[CH3:30].C(N(CC)CC)C.C1CN([P+](ON2N=NC3C=CC=CC2=3)(N2CCCC2)N2CCCC2)CC1.F[P-](F)(F)(F)(F)F. The catalyst is CS(C)=O. The product is [Br:1][C:2]1[CH:3]=[C:4]([N:12]([CH2:19][CH3:20])[CH:13]2[CH2:18][CH2:17][O:16][CH2:15][CH2:14]2)[C:5]([CH3:11])=[C:6]([CH:10]=1)[C:7]([NH:21][CH2:22][C:23]1[C:24](=[O:33])[NH:25][C:26]([CH3:32])=[CH:27][C:28]=1[CH:29]([CH3:30])[CH3:31])=[O:9]. The yield is 0.689. (5) The reactants are [F:1][C:2]1[C:7]2[N:8]=[CH:9][S:10][C:6]=2[CH:5]=[C:4]2[NH:11][C:12](=[O:22])[N:13]([C:14]3[CH:19]=[CH:18][C:17]([I:20])=[CH:16][C:15]=3[F:21])[C:3]=12.C(N(CC)CC)C.[CH2:30]([C:33]1([S:36](Cl)(=[O:38])=[O:37])[CH2:35][CH2:34]1)[CH:31]=[CH2:32]. The catalyst is C(Cl)Cl.CN(C1C=CN=CC=1)C. The product is [CH2:30]([C:33]1([S:36]([N:11]2[C:4]3=[CH:5][C:6]4[S:10][CH:9]=[N:8][C:7]=4[C:2]([F:1])=[C:3]3[N:13]([C:14]3[CH:19]=[CH:18][C:17]([I:20])=[CH:16][C:15]=3[F:21])[C:12]2=[O:22])(=[O:38])=[O:37])[CH2:35][CH2:34]1)[CH:31]=[CH2:32]. The yield is 0.898. (6) The reactants are [NH2:1][C:2]1[C:3]2[N:4]([C:8]([C@@H:12]3[CH2:16][CH2:15][CH2:14][N:13]3C(OCC3C=CC=CC=3)=O)=[N:9][C:10]=2Br)[CH:5]=[CH:6][N:7]=1.CC1(C)C(C)(C)OB([C:35]2[CH:53]=[CH:52][C:38]([C:39]([NH:41][C:42]3[CH:47]=[C:46]([C:48]([F:51])([F:50])[F:49])[CH:45]=[CH:44][N:43]=3)=[O:40])=[CH:37][CH:36]=2)O1. No catalyst specified. The product is [NH2:1][C:2]1[C:3]2[N:4]([C:8]([C@@H:12]3[CH2:16][CH2:15][CH2:14][NH:13]3)=[N:9][C:10]=2[C:35]2[CH:53]=[CH:52][C:38]([C:39]([NH:41][C:42]3[CH:47]=[C:46]([C:48]([F:49])([F:50])[F:51])[CH:45]=[CH:44][N:43]=3)=[O:40])=[CH:37][CH:36]=2)[CH:5]=[CH:6][N:7]=1. The yield is 0.870. (7) The reactants are [C:1]([O:5][C:6]([NH:8][CH2:9][CH:10]1[CH2:15][CH2:14][CH2:13][CH2:12][N:11]1[C:16]1[N:21]=[C:20]([C:22]#[N:23])[C:19]([C:24](OC)=[O:25])=[C:18]([NH:28][C:29]2[CH:30]=[C:31]([CH3:35])[CH:32]=[CH:33][CH:34]=2)[N:17]=1)=[O:7])([CH3:4])([CH3:3])[CH3:2].Cl. The catalyst is [Pd].CCO. The product is [O:25]=[C:24]1[C:19]2[C:18]([NH:28][C:29]3[CH:30]=[C:31]([CH3:35])[CH:32]=[CH:33][CH:34]=3)=[N:17][C:16]([N:11]3[CH2:12][CH2:13][CH2:14][CH2:15][CH:10]3[CH2:9][NH:8][C:6](=[O:7])[O:5][C:1]([CH3:4])([CH3:3])[CH3:2])=[N:21][C:20]=2[CH2:22][NH:23]1. The yield is 0.730.